From a dataset of Full USPTO retrosynthesis dataset with 1.9M reactions from patents (1976-2016). Predict the reactants needed to synthesize the given product. Given the product [CH3:1][C@@H:2]1[CH2:7][CH2:6][CH2:5][N:4]([C:8]([C:10]2[C:15]([N:16]3[N:17]=[CH:18][CH:19]=[N:20]3)=[CH:14][CH:13]=[C:12]([CH3:21])[N:11]=2)=[O:9])[C@@H:3]1[CH2:22][N:23]([CH3:36])[C:24]1[CH:29]=[CH:28][C:27]([C:30]([F:33])([F:31])[F:32])=[CH:26][N:25]=1, predict the reactants needed to synthesize it. The reactants are: [CH3:1][C@@H:2]1[CH2:7][CH2:6][CH2:5][N:4]([C:8]([C:10]2[C:15]([N:16]3[N:20]=[CH:19][CH:18]=[N:17]3)=[CH:14][CH:13]=[C:12]([CH3:21])[N:11]=2)=[O:9])[C@@H:3]1[CH2:22][NH:23][C:24]1[CH:29]=[CH:28][C:27]([C:30]([F:33])([F:32])[F:31])=[CH:26][N:25]=1.[H-].[Na+].[CH3:36]I.